From a dataset of Forward reaction prediction with 1.9M reactions from USPTO patents (1976-2016). Predict the product of the given reaction. (1) Given the reactants [CH3:1][N:2]1[C:6]([C:7]([F:10])([F:9])[F:8])=[CH:5][C:4]([NH:11][C:12]([N:14]2[C:22]3[C:17](=[CH:18][C:19]([O:23][C:24]4[CH:29]=[C:28]([CH2:30][NH:31][CH3:32])[N:27]=[CH:26][N:25]=4)=[CH:20][CH:21]=3)[CH:16]=[CH:15]2)=[O:13])=[N:3]1.[OH:33]O.O, predict the reaction product. The product is: [CH3:1][N:2]1[C:6]([C:7]([F:8])([F:9])[F:10])=[CH:5][C:4]([NH:11][C:12]([N:14]2[C:22]3[C:17](=[CH:18][C:19]([O:23][C:24]4[N:25]=[CH:26][N:27]=[C:28](/[CH:30]=[N+:31](\[O-:33])/[CH3:32])[CH:29]=4)=[CH:20][CH:21]=3)[CH:16]=[CH:15]2)=[O:13])=[N:3]1. (2) Given the reactants O[CH:2]([C:9]([C:12]1[CH:17]=[CH:16][C:15]([O:18][CH3:19])=[C:14]([N+:20]([O-:22])=[O:21])[CH:13]=1)([CH3:11])[CH3:10])[CH2:3][C:4]([O:6][CH2:7][CH3:8])=[O:5].C(N(CC)CC)C.[Cl-].C1CCN2C(=NCCC2)CC1, predict the reaction product. The product is: [CH3:19][O:18][C:15]1[CH:16]=[CH:17][C:12]([C:9]([CH3:10])([CH3:11])[CH:2]=[CH:3][C:4]([O:6][CH2:7][CH3:8])=[O:5])=[CH:13][C:14]=1[N+:20]([O-:22])=[O:21].